From a dataset of Forward reaction prediction with 1.9M reactions from USPTO patents (1976-2016). Predict the product of the given reaction. (1) Given the reactants [Cl:1][C:2]1[CH:7]=[CH:6][C:5]([C:8]2[N:12]=[C:11]([NH2:13])[NH:10][N:9]=2)=[CH:4][CH:3]=1.[Cl:14][C:15]1[CH:20]=[CH:19][C:18]([C:21](=O)[CH2:22][C:23](OCC)=[O:24])=[CH:17][C:16]=1[O:29][CH3:30].CC1C=CC(S(O)(=O)=O)=CC=1, predict the reaction product. The product is: [Cl:14][C:15]1[CH:20]=[CH:19][C:18]([C:21]2[NH:13][C:11]3[N:10]([N:9]=[C:8]([C:5]4[CH:4]=[CH:3][C:2]([Cl:1])=[CH:7][CH:6]=4)[N:12]=3)[C:23](=[O:24])[CH:22]=2)=[CH:17][C:16]=1[O:29][CH3:30]. (2) Given the reactants [C:1]([O:18][N:19]1[C:24](=[O:25])[CH2:23][CH2:22][C:20]1=[O:21])([O:3][CH2:4][CH:5]1[C:17]2[C:12](=[CH:13][CH:14]=[CH:15][CH:16]=2)[C:11]2[C:6]1=[CH:7][CH:8]=[CH:9][CH:10]=2)=[O:2].Cl[S:27]([OH:30])(=[O:29])=[O:28].C1CCCCC1, predict the reaction product. The product is: [S:27]([C:15]1[CH:14]=[CH:13][C:12]2[C:11]3[C:6](=[CH:7][CH:8]=[CH:9][CH:10]=3)[CH:5]([CH2:4][O:3][C:1]([O:18][N:19]3[C:20](=[O:21])[CH2:22][CH2:23][C:24]3=[O:25])=[O:2])[C:17]=2[CH:16]=1)([OH:30])(=[O:29])=[O:28]. (3) Given the reactants [C:1]([O:11][CH:12]([CH3:14])[CH3:13])(=[O:10])/[CH:2]=[CH:3]/[C:4]([O:6][CH:7]([CH3:9])[CH3:8])=[O:5].[C:15]([O:25][CH2:26][CH3:27])(=[O:24])[CH:16]=[CH:17][C:18]1[CH:23]=[CH:22][CH:21]=[CH:20][CH:19]=1.C1C(CC2C=CC(N3C(=O)C=CC3=O)=CC=2)=CC=C(N2C(=O)C=CC2=O)C=1.C(OOOC(C)(C)C)(=O)C(C)(C)C, predict the reaction product. The product is: [C:4]([O:6][CH:7]([CH3:9])[CH3:8])(=[O:5])/[CH:3]=[CH:2]/[C:1]([O:11][CH:12]([CH3:14])[CH3:13])=[O:10].[C:15]([O:25][CH2:26][CH3:27])(=[O:24])[CH:16]=[CH:17][C:18]1[CH:19]=[CH:20][CH:21]=[CH:22][CH:23]=1. (4) Given the reactants [Cl:1][C:2]1[CH:3]=[C:4]([C:9]2([C:27]([F:30])([F:29])[F:28])[CH2:17][C:16]3[C:11](=[CH:12][CH:13]=[C:14](OS(C(F)(F)F)(=O)=O)[CH:15]=3)[C:10]2=[O:26])[CH:5]=[C:6]([Cl:8])[CH:7]=1.C(=O)([O-])[O-].[K+].[K+].[NH2:37][C:38]1[CH:39]=[C:40](B(O)O)[CH:41]=[CH:42][CH:43]=1.CCN(CC)CC.[C:54](Cl)(=[O:57])[CH2:55][CH3:56], predict the reaction product. The product is: [Cl:8][C:6]1[CH:5]=[C:4]([C:9]2([C:27]([F:28])([F:30])[F:29])[CH2:17][C:16]3[C:11](=[CH:12][CH:13]=[C:14]([C:42]4[CH:43]=[C:38]([NH:37][C:54](=[O:57])[CH2:55][CH3:56])[CH:39]=[CH:40][CH:41]=4)[CH:15]=3)[C:10]2=[O:26])[CH:3]=[C:2]([Cl:1])[CH:7]=1. (5) Given the reactants C(NC(C)C)(C)C.C([Li])CCC.C([N-]C(C)C)(C)C.[Li+].[CH3:21][C:22]1[CH:38]=[CH:37][CH:36]=[CH:35][C:23]=1[C:24]([NH:26][CH2:27][C:28]1[CH:33]=[CH:32][C:31]([CH3:34])=[CH:30][CH:29]=1)=[O:25].CO[C:41](=O)[C:42]1[CH:47]=[CH:46][CH:45]=[C:44]([CH3:48])[CH:43]=1, predict the reaction product. The product is: [CH3:34][C:31]1[CH:30]=[CH:29][C:28]([CH2:27][N:26]2[C:41]([C:42]3[CH:43]=[C:44]([CH3:48])[CH:45]=[CH:46][CH:47]=3)=[CH:21][C:22]3[C:23](=[CH:35][CH:36]=[CH:37][CH:38]=3)[C:24]2=[O:25])=[CH:33][CH:32]=1. (6) Given the reactants [N:1]([CH2:4][C:5]1[CH:14]=[C:13](Cl)[CH:12]=[CH:11][C:6]=1[C:7]([NH:9][CH3:10])=[O:8])=[N+]=[N-], predict the reaction product. The product is: [NH2:1][CH2:4][C:5]1[CH:14]=[CH:13][CH:12]=[CH:11][C:6]=1[C:7]([NH:9][CH3:10])=[O:8]. (7) Given the reactants [H-].[Li+].[Al+3].[H-].[H-].[H-].[CH:7]1([NH:10][C:11](=O)[CH2:12][C:13]2[CH:18]=[CH:17][C:16]([F:19])=[CH:15][CH:14]=2)[CH2:9][CH2:8]1.O.[OH-].[Na+], predict the reaction product. The product is: [CH:7]1([NH:10][CH2:11][CH2:12][C:13]2[CH:14]=[CH:15][C:16]([F:19])=[CH:17][CH:18]=2)[CH2:9][CH2:8]1. (8) Given the reactants [NH:1]1[C:9]2[C:4](=[CH:5][CH:6]=[CH:7][CH:8]=2)[CH:3]=[C:2]1[C:10]([N:12]1[CH2:16][CH2:15][CH2:14][CH2:13]1)=[O:11].C(#N)C.[Cl:20]N1C(=O)CCC1=O, predict the reaction product. The product is: [Cl:20][C:3]1[C:4]2[C:9](=[CH:8][CH:7]=[CH:6][CH:5]=2)[NH:1][C:2]=1[C:10]([N:12]1[CH2:16][CH2:15][CH2:14][CH2:13]1)=[O:11]. (9) Given the reactants C(OC([N:8]1[CH2:13][CH2:12][NH:11][C@@H:10]([CH2:14][O:15][C:16]2[CH:21]=[CH:20][C:19]([F:22])=[CH:18][CH:17]=2)[CH2:9]1)=O)(C)(C)C.Cl, predict the reaction product. The product is: [F:22][C:19]1[CH:20]=[CH:21][C:16]([O:15][CH2:14][C@H:10]2[CH2:9][NH:8][CH2:13][CH2:12][NH:11]2)=[CH:17][CH:18]=1. (10) The product is: [Br:17][C:18]1[CH:23]=[CH:22][C:21]([C:13]2[CH:14]=[CH:15][C:10]([CH2:9][O:8][Si:5]([C:1]([CH3:4])([CH3:3])[CH3:2])([CH3:7])[CH3:6])=[CH:11][CH:12]=2)=[CH:20][C:19]=1[F:27]. Given the reactants [C:1]([Si:5]([O:8][CH2:9][C:10]1[CH:15]=[CH:14][C:13](I)=[CH:12][CH:11]=1)([CH3:7])[CH3:6])([CH3:4])([CH3:3])[CH3:2].[Br:17][C:18]1[CH:23]=[CH:22][C:21](B(O)O)=[CH:20][C:19]=1[F:27], predict the reaction product.